This data is from TCR-epitope binding with 47,182 pairs between 192 epitopes and 23,139 TCRs. The task is: Binary Classification. Given a T-cell receptor sequence (or CDR3 region) and an epitope sequence, predict whether binding occurs between them. (1) The epitope is KPLEFGATSAAL. The TCR CDR3 sequence is CASSQSGLGETQYF. Result: 1 (the TCR binds to the epitope). (2) The epitope is FLASKIGRLV. The TCR CDR3 sequence is CSAMTSGSSYEQYF. Result: 1 (the TCR binds to the epitope). (3) The epitope is VTIAEILLI. The TCR CDR3 sequence is CASRRWGAEQFF. Result: 1 (the TCR binds to the epitope).